This data is from Full USPTO retrosynthesis dataset with 1.9M reactions from patents (1976-2016). The task is: Predict the reactants needed to synthesize the given product. (1) Given the product [ClH:26].[NH2:27][N:2]=[CH:1][C:3]1[CH:8]=[CH:7][C:6]([C:9]2[CH2:13][C:12]3([CH2:18][CH2:17][N:16]([C:19](=[O:25])[CH2:20][CH2:21][C:22]([O:24][CH2:28][CH3:29])=[O:23])[CH2:15][CH2:14]3)[O:11][N:10]=2)=[CH:5][CH:4]=1, predict the reactants needed to synthesize it. The reactants are: [C:1]([C:3]1[CH:8]=[CH:7][C:6]([C:9]2[CH2:13][C:12]3([CH2:18][CH2:17][N:16]([C:19](=[O:25])[CH2:20][CH2:21][C:22]([OH:24])=[O:23])[CH2:15][CH2:14]3)[O:11][N:10]=2)=[CH:5][CH:4]=1)#[N:2].[ClH:26].[NH3:27].[CH2:28](O)[CH3:29]. (2) Given the product [C:26]([OH:33])(=[O:42])[C:27]1[CH:28]=[CH:29][CH:30]=[CH:31][CH:32]=1, predict the reactants needed to synthesize it. The reactants are: C(C1C=CC(C2C=CC(CCN(C[C@H:26]([OH:33])[C:27]3[CH:32]=[CH:31][CH:30]=[CH:29][CH:28]=3)C(=O)OC(C)(C)C)=CC=2)=CC=1N(C(C)C)C)=O.OO.Cl([O-])=[O:42].[Na+]. (3) Given the product [CH3:41][O:1][CH2:2][C@@H:3]([NH:8][C:9]([C:11]1[C:19]2[C:14](=[N:15][CH:16]=[C:17]([C:20]3[C:28]4[C:23](=[CH:24][C:25]([F:29])=[CH:26][CH:27]=4)[N:22]([CH3:30])[N:21]=3)[N:18]=2)[N:13]([CH2:31][O:32][CH2:33][CH2:34][Si:35]([CH3:38])([CH3:37])[CH3:36])[CH:12]=1)=[O:10])[CH2:4][CH:5]([CH3:7])[CH3:6], predict the reactants needed to synthesize it. The reactants are: [OH:1][CH2:2][C@@H:3]([NH:8][C:9]([C:11]1[C:19]2[C:14](=[N:15][CH:16]=[C:17]([C:20]3[C:28]4[C:23](=[CH:24][C:25]([F:29])=[CH:26][CH:27]=4)[N:22]([CH3:30])[N:21]=3)[N:18]=2)[N:13]([CH2:31][O:32][CH2:33][CH2:34][Si:35]([CH3:38])([CH3:37])[CH3:36])[CH:12]=1)=[O:10])[CH2:4][CH:5]([CH3:7])[CH3:6].[OH-].[K+].[CH2:41]1OCCOCCOCCOCCOCCOC1.IC. (4) The reactants are: [C:1]([OH:5])(=[O:4])[CH2:2][CH3:3].[CH:6]#[C:7][CH2:8][NH:9][C@H:10]1[C:14]2[CH:15]=[CH:16][CH:17]=[CH:18][C:13]=2[CH2:12][CH2:11]1. Given the product [CH:6]#[C:7][CH2:8][NH:9][C@H:10]1[C:14]2[CH:15]=[CH:16][CH:17]=[CH:18][C:13]=2[CH2:12][CH2:11]1.[C:1]([O-:5])(=[O:4])[CH2:2][CH3:3], predict the reactants needed to synthesize it. (5) Given the product [CH3:18][N:14]([CH2:15][CH2:16][CH3:17])[C:12]1[C:11]([C:19]([F:22])([F:20])[F:21])=[CH:10][C:9]2[NH:23][C:24](=[O:40])[CH2:25][C:26]([C:27]3[CH:32]=[CH:31][CH:30]=[C:29]([C:33]4[CH:38]=[N:37][CH:36]=[N:35][CH:34]=4)[CH:28]=3)=[N:7][C:8]=2[CH:13]=1, predict the reactants needed to synthesize it. The reactants are: C(OC(=O)[NH:7][C:8]1[CH:13]=[C:12]([N:14]([CH3:18])[CH2:15][CH2:16][CH3:17])[C:11]([C:19]([F:22])([F:21])[F:20])=[CH:10][C:9]=1[NH:23][C:24](=[O:40])[CH2:25][C:26](=O)[C:27]1[CH:32]=[CH:31][CH:30]=[C:29]([C:33]2[CH:34]=[N:35][CH:36]=[N:37][CH:38]=2)[CH:28]=1)(C)(C)C.C(O)(C(F)(F)F)=O. (6) Given the product [CH:1]1([C@@:7]([OH:17])([C:11]2[CH:16]=[CH:15][CH:14]=[CH:13][CH:12]=2)[C:8]([NH2:20])=[O:9])[CH2:6][CH2:5][CH2:4][CH2:3][CH2:2]1, predict the reactants needed to synthesize it. The reactants are: [CH:1]1([C@@:7]([OH:17])([C:11]2[CH:16]=[CH:15][CH:14]=[CH:13][CH:12]=2)[C:8](O)=[O:9])[CH2:6][CH2:5][CH2:4][CH2:3][CH2:2]1.C(N1C=CN=C1)([N:20]1C=CN=C1)=O.N. (7) Given the product [C:35]([O:39][C:40](=[O:43])[CH2:41][O:24][CH2:23][CH:22]([CH2:21][O:20][C:18]1[C:19]2[C:11]([C:8]3[CH:7]=[CH:6][C:5]([CH2:3][CH3:4])=[CH:10][CH:9]=3)=[C:12]([C:29]3[CH:30]=[CH:31][CH:32]=[CH:33][CH:34]=3)[O:13][C:14]=2[N:15]=[CH:16][N:17]=1)[C:25]([CH3:28])([CH3:27])[CH3:26])([CH3:38])([CH3:37])[CH3:36], predict the reactants needed to synthesize it. The reactants are: [OH-].[Na+].[CH2:3]([C:5]1[CH:10]=[CH:9][C:8]([C:11]2[C:19]3[C:18]([O:20][CH2:21][CH:22]([C:25]([CH3:28])([CH3:27])[CH3:26])[CH2:23][OH:24])=[N:17][CH:16]=[N:15][C:14]=3[O:13][C:12]=2[C:29]2[CH:34]=[CH:33][CH:32]=[CH:31][CH:30]=2)=[CH:7][CH:6]=1)[CH3:4].[C:35]([O:39][C:40](=[O:43])[CH2:41]Br)([CH3:38])([CH3:37])[CH3:36].Cl. (8) Given the product [CH3:1][O:2][C:3]1[CH:4]=[C:5]2[C:10](=[CH:11][C:12]=1[O:13][CH3:14])[N:9]=[CH:8][N:7]=[C:6]2[O:15][C:16]1[CH:22]=[CH:21][C:19]([NH:20][C:27](=[O:33])[O:26][CH2:24][CH:35]2[CH2:40][CH2:39][CH2:38][CH2:37][CH2:36]2)=[CH:18][CH:17]=1, predict the reactants needed to synthesize it. The reactants are: [CH3:1][O:2][C:3]1[CH:4]=[C:5]2[C:10](=[CH:11][C:12]=1[O:13][CH3:14])[N:9]=[CH:8][N:7]=[C:6]2[O:15][C:16]1[CH:22]=[CH:21][C:19]([NH2:20])=[CH:18][CH:17]=1.Cl[C:24](Cl)([O:26][C:27](=[O:33])OC(Cl)(Cl)Cl)Cl.[CH:35]1(CO)[CH2:40][CH2:39][CH2:38][CH2:37][CH2:36]1.C(=O)(O)[O-].[Na+]. (9) Given the product [CH2:25]([N:32]1[CH:40]=[C:39]2[C:34]([CH:35]=[C:36]([C:2]3[CH:3]=[C:4]([C:12]4[CH:17]=[CH:16][N:15]=[C:14]([N:18]5[CH2:23][CH2:22][N:21]([CH3:24])[CH2:20][CH2:19]5)[CH:13]=4)[N:5]4[C:10]=3[C:9]([NH2:11])=[N:8][CH:7]=[N:6]4)[CH:37]=[CH:38]2)=[N:33]1)[C:26]1[CH:31]=[CH:30][CH:29]=[CH:28][CH:27]=1, predict the reactants needed to synthesize it. The reactants are: Br[C:2]1[CH:3]=[C:4]([C:12]2[CH:17]=[CH:16][N:15]=[C:14]([N:18]3[CH2:23][CH2:22][N:21]([CH3:24])[CH2:20][CH2:19]3)[CH:13]=2)[N:5]2[C:10]=1[C:9]([NH2:11])=[N:8][CH:7]=[N:6]2.[CH2:25]([N:32]1[CH:40]=[C:39]2[C:34]([CH:35]=[C:36](B3OC(C)(C)C(C)(C)O3)[CH:37]=[CH:38]2)=[N:33]1)[C:26]1[CH:31]=[CH:30][CH:29]=[CH:28][CH:27]=1.ClCCl.C(=O)([O-])[O-].[Na+].[Na+]. (10) Given the product [N+:1]([C:4]1[CH:5]=[CH:6][C:7]2[O:12][C@:11]([CH3:18])([CH:13]([O:16][CH3:17])[O:14][CH3:15])[C@H:10]([OH:19])[C@@H:9]([N:30]([C:27]3[CH:26]=[CH:25][C:24]([O:23][C:22]([F:39])([F:38])[F:21])=[CH:29][CH:28]=3)[CH2:31][C:32]3[N:33]=[N:34][N:35]([CH3:37])[N:36]=3)[C:8]=2[CH:20]=1)([O-:3])=[O:2], predict the reactants needed to synthesize it. The reactants are: [N+:1]([C:4]1[CH:5]=[CH:6][C:7]2[O:12][C@:11]([CH3:18])([CH:13]([O:16][CH3:17])[O:14][CH3:15])[C@@H:10]3[O:19][C@@H:9]3[C:8]=2[CH:20]=1)([O-:3])=[O:2].[F:21][C:22]([F:39])([F:38])[O:23][C:24]1[CH:29]=[CH:28][C:27]([NH:30][CH2:31][C:32]2[N:33]=[N:34][N:35]([CH3:37])[N:36]=2)=[CH:26][CH:25]=1.